Dataset: NCI-60 drug combinations with 297,098 pairs across 59 cell lines. Task: Regression. Given two drug SMILES strings and cell line genomic features, predict the synergy score measuring deviation from expected non-interaction effect. (1) Drug 1: C1CCC(C(C1)N)N.C(=O)(C(=O)[O-])[O-].[Pt+4]. Drug 2: CC1C(C(CC(O1)OC2CC(CC3=C2C(=C4C(=C3O)C(=O)C5=CC=CC=C5C4=O)O)(C(=O)C)O)N)O. Synergy scores: CSS=42.9, Synergy_ZIP=-2.06, Synergy_Bliss=-2.70, Synergy_Loewe=-6.89, Synergy_HSA=-0.00875. Cell line: U251. (2) Drug 1: C1=CC(=C2C(=C1NCCNCCO)C(=O)C3=C(C=CC(=C3C2=O)O)O)NCCNCCO. Drug 2: CC1CCCC2(C(O2)CC(NC(=O)CC(C(C(=O)C(C1O)C)(C)C)O)C(=CC3=CSC(=N3)C)C)C. Cell line: U251. Synergy scores: CSS=44.4, Synergy_ZIP=-0.449, Synergy_Bliss=-1.75, Synergy_Loewe=-1.63, Synergy_HSA=-0.908. (3) Drug 1: CC1=C2C(C(=O)C3(C(CC4C(C3C(C(C2(C)C)(CC1OC(=O)C(C(C5=CC=CC=C5)NC(=O)OC(C)(C)C)O)O)OC(=O)C6=CC=CC=C6)(CO4)OC(=O)C)OC)C)OC. Drug 2: C1=NNC2=C1C(=O)NC=N2. Cell line: MOLT-4. Synergy scores: CSS=54.3, Synergy_ZIP=-3.90, Synergy_Bliss=-5.02, Synergy_Loewe=-15.0, Synergy_HSA=-4.69.